From a dataset of Peptide-MHC class II binding affinity with 134,281 pairs from IEDB. Regression. Given a peptide amino acid sequence and an MHC pseudo amino acid sequence, predict their binding affinity value. This is MHC class II binding data. (1) The peptide sequence is APEVKYTVFETALEK. The MHC is HLA-DQA10101-DQB10501 with pseudo-sequence HLA-DQA10101-DQB10501. The binding affinity (normalized) is 0.200. (2) The MHC is HLA-DQA10301-DQB10302 with pseudo-sequence HLA-DQA10301-DQB10302. The binding affinity (normalized) is 0.167. The peptide sequence is FNGGESKLKAEATTD. (3) The peptide sequence is TFYGSNPRGAAPDDH. The MHC is HLA-DPA10103-DPB10401 with pseudo-sequence HLA-DPA10103-DPB10401. The binding affinity (normalized) is 0. (4) The peptide sequence is HKWKLSGVERANS. The MHC is DRB1_0401 with pseudo-sequence DRB1_0401. The binding affinity (normalized) is 0.539. (5) The binding affinity (normalized) is 0.526. The MHC is DRB1_0405 with pseudo-sequence DRB1_0405. The peptide sequence is QGQWRGAAGTAAQAA. (6) The peptide sequence is NFTVGRIIELFTAKG. The MHC is DRB1_0301 with pseudo-sequence DRB1_0301. The binding affinity (normalized) is 0.0652. (7) The peptide sequence is QKLIEDVNASFRAAM. The MHC is DRB4_0101 with pseudo-sequence DRB4_0103. The binding affinity (normalized) is 0.280. (8) The peptide sequence is KDPYGATISATPESA. The MHC is HLA-DQA10501-DQB10301 with pseudo-sequence HLA-DQA10501-DQB10301. The binding affinity (normalized) is 0.672. (9) The peptide sequence is YHFDLSGHAFGAMAK. The MHC is HLA-DQA10104-DQB10503 with pseudo-sequence HLA-DQA10104-DQB10503. The binding affinity (normalized) is 0.192. (10) The peptide sequence is IPTFLQEALNIALVA. The MHC is H-2-IAb with pseudo-sequence H-2-IAb. The binding affinity (normalized) is 0.